Dataset: NCI-60 drug combinations with 297,098 pairs across 59 cell lines. Task: Regression. Given two drug SMILES strings and cell line genomic features, predict the synergy score measuring deviation from expected non-interaction effect. (1) Drug 1: C1CN1C2=NC(=NC(=N2)N3CC3)N4CC4. Drug 2: C1CN(CCN1C(=O)CCBr)C(=O)CCBr. Cell line: HL-60(TB). Synergy scores: CSS=73.1, Synergy_ZIP=-1.89, Synergy_Bliss=-1.55, Synergy_Loewe=-8.40, Synergy_HSA=-3.43. (2) Drug 1: CN(C(=O)NC(C=O)C(C(C(CO)O)O)O)N=O. Drug 2: CC1C(C(CC(O1)OC2CC(CC3=C2C(=C4C(=C3O)C(=O)C5=C(C4=O)C(=CC=C5)OC)O)(C(=O)CO)O)N)O.Cl. Cell line: SF-268. Synergy scores: CSS=46.3, Synergy_ZIP=-1.65, Synergy_Bliss=-1.20, Synergy_Loewe=-18.9, Synergy_HSA=1.83. (3) Drug 1: C1=C(C(=O)NC(=O)N1)F. Drug 2: C1C(C(OC1N2C=NC3=C2NC=NCC3O)CO)O. Cell line: OVCAR-8. Synergy scores: CSS=35.3, Synergy_ZIP=-3.94, Synergy_Bliss=-9.32, Synergy_Loewe=-12.7, Synergy_HSA=-8.07. (4) Drug 1: CNC(=O)C1=NC=CC(=C1)OC2=CC=C(C=C2)NC(=O)NC3=CC(=C(C=C3)Cl)C(F)(F)F. Drug 2: B(C(CC(C)C)NC(=O)C(CC1=CC=CC=C1)NC(=O)C2=NC=CN=C2)(O)O. Cell line: UACC-257. Synergy scores: CSS=32.5, Synergy_ZIP=2.11, Synergy_Bliss=-0.178, Synergy_Loewe=-70.3, Synergy_HSA=-4.08.